This data is from NCI-60 drug combinations with 297,098 pairs across 59 cell lines. The task is: Regression. Given two drug SMILES strings and cell line genomic features, predict the synergy score measuring deviation from expected non-interaction effect. Drug 1: CN1C(=O)N2C=NC(=C2N=N1)C(=O)N. Drug 2: CC1C(C(CC(O1)OC2CC(OC(C2O)C)OC3=CC4=CC5=C(C(=O)C(C(C5)C(C(=O)C(C(C)O)O)OC)OC6CC(C(C(O6)C)O)OC7CC(C(C(O7)C)O)OC8CC(C(C(O8)C)O)(C)O)C(=C4C(=C3C)O)O)O)O. Cell line: SK-OV-3. Synergy scores: CSS=13.0, Synergy_ZIP=0.342, Synergy_Bliss=-1.36, Synergy_Loewe=-39.8, Synergy_HSA=-1.65.